This data is from Full USPTO retrosynthesis dataset with 1.9M reactions from patents (1976-2016). The task is: Predict the reactants needed to synthesize the given product. (1) Given the product [Cl:1][C:2]1[CH:3]=[C:4]([C:9]2([C:10]#[N:11])[CH2:14][CH2:13]2)[CH:5]=[CH:6][C:7]=1[Cl:8], predict the reactants needed to synthesize it. The reactants are: [Cl:1][C:2]1[CH:3]=[C:4]([CH2:9][C:10]#[N:11])[CH:5]=[CH:6][C:7]=1[Cl:8].Br[CH:13](Cl)[CH3:14].[OH-].[Na+]. (2) Given the product [C:17]([C:16]1[C:15]([C:19]2[CH:20]=[CH:21][C:22]([OH:25])=[CH:23][CH:24]=2)=[N:14][N:13]2[CH:8]([C:3]3[CH:4]=[CH:5][CH:6]=[CH:7][C:2]=3[NH:1][C:32](=[O:33])[O:34][CH2:35][C:36]3[CH:41]=[CH:40][CH:39]=[CH:38][CH:37]=3)[CH2:9][CH2:10][NH:11][C:12]=12)#[N:18], predict the reactants needed to synthesize it. The reactants are: [NH2:1][C:2]1[CH:7]=[CH:6][CH:5]=[CH:4][C:3]=1[CH:8]1[N:13]2[N:14]=[C:15]([C:19]3[CH:24]=[CH:23][C:22]([OH:25])=[CH:21][CH:20]=3)[C:16]([C:17]#[N:18])=[C:12]2[NH:11][CH2:10][CH2:9]1.C([O-])([O-])=O.[K+].[K+].[C:32](Cl)([O:34][CH2:35][C:36]1[CH:41]=[CH:40][CH:39]=[CH:38][CH:37]=1)=[O:33]. (3) The reactants are: O.[OH-].[Li+].[F:4][C:5]1[CH:10]=[CH:9][C:8]([NH:11][C:12]2[C:13]3[CH:20]=[C:19]([C:21]([O:23]C)=[O:22])[S:18][C:14]=3[N:15]=[CH:16][N:17]=2)=[C:7]([O:25][CH:26]2[CH2:31][CH2:30][O:29][CH2:28][CH2:27]2)[CH:6]=1.Cl. Given the product [F:4][C:5]1[CH:10]=[CH:9][C:8]([NH:11][C:12]2[C:13]3[CH:20]=[C:19]([C:21]([OH:23])=[O:22])[S:18][C:14]=3[N:15]=[CH:16][N:17]=2)=[C:7]([O:25][CH:26]2[CH2:27][CH2:28][O:29][CH2:30][CH2:31]2)[CH:6]=1, predict the reactants needed to synthesize it. (4) Given the product [ClH:27].[S:1]1[C:5]2[CH:6]=[CH:7][CH:8]=[CH:9][C:4]=2[C:3]([CH2:10][CH2:11][O:12][CH2:13][CH2:14][N:15]2[CH2:19][CH2:18][C@@H:17]([OH:20])[CH2:16]2)=[CH:2]1, predict the reactants needed to synthesize it. The reactants are: [S:1]1[C:5]2[CH:6]=[CH:7][CH:8]=[CH:9][C:4]=2[C:3]([CH2:10][CH2:11][O:12][CH2:13][CH2:14][N:15]2[CH2:19][CH2:18][C@@H:17]([OH:20])[CH2:16]2)=[CH:2]1.C(OCC)(=O)C.[ClH:27]. (5) Given the product [F:1][C:2]1[CH:7]=[CH:6][CH:5]=[CH:4][C:3]=1[C:8]([CH3:13])([CH3:12])[C:9]([CH:21]([C:22]([O:24][CH2:25][CH3:26])=[O:23])[C:20]([O:28][CH2:29][CH3:30])=[O:27])=[O:11], predict the reactants needed to synthesize it. The reactants are: [F:1][C:2]1[CH:7]=[CH:6][CH:5]=[CH:4][C:3]=1[C:8]([CH3:13])([CH3:12])[C:9]([OH:11])=O.C(Cl)(=O)C(Cl)=O.[C:20]([O:28][CH2:29][CH3:30])(=[O:27])[CH2:21][C:22]([O:24][CH2:25][CH3:26])=[O:23].[Mg+2].[Cl-].[Cl-]. (6) Given the product [Cl:1][C:2]1[C:10]([C:11]#[N:12])=[CH:9][CH:8]=[C:7]2[C:3]=1[CH:4]=[C:5]([CH2:13][CH2:14][CH3:15])[N:6]2[CH2:17][CH2:18][O:19][C:20]1[CH:25]=[CH:24][C:23]([F:26])=[CH:22][C:21]=1[F:27], predict the reactants needed to synthesize it. The reactants are: [Cl:1][C:2]1[C:10]([C:11]#[N:12])=[CH:9][CH:8]=[C:7]2[C:3]=1[CH:4]=[C:5]([CH2:13][CH2:14][CH3:15])[NH:6]2.Br[CH2:17][CH2:18][O:19][C:20]1[CH:25]=[CH:24][C:23]([F:26])=[CH:22][C:21]=1[F:27].